Dataset: Forward reaction prediction with 1.9M reactions from USPTO patents (1976-2016). Task: Predict the product of the given reaction. Given the reactants [O-][N+:2]1[C:7]2[CH:8]=[CH:9][CH:10]=[CH:11][C:6]=2[N:5]=[C:4]([N:12]2[CH2:17][CH2:16][CH:15]([CH2:18][C:19]([NH:21][C:22]3[CH:31]=[CH:30][CH:29]=[CH:28][C:23]=3[C:24]([O:26][CH3:27])=[O:25])=[O:20])[CH2:14][CH2:13]2)[N:3]=1, predict the reaction product. The product is: [N:2]1[C:7]2[CH:8]=[CH:9][CH:10]=[CH:11][C:6]=2[N:5]=[C:4]([N:12]2[CH2:13][CH2:14][CH:15]([CH2:18][C:19]([NH:21][C:22]3[CH:31]=[CH:30][CH:29]=[CH:28][C:23]=3[C:24]([O:26][CH3:27])=[O:25])=[O:20])[CH2:16][CH2:17]2)[N:3]=1.